The task is: Predict the reactants needed to synthesize the given product.. This data is from Full USPTO retrosynthesis dataset with 1.9M reactions from patents (1976-2016). (1) Given the product [F:22][C:19]1[CH:18]=[CH:17][C:16]([CH2:15][C:13]2[CH:14]=[C:9]3[C:10]([C:23]([OH:25])=[C:5]([C:4]([O:3][CH2:1][CH3:2])=[O:42])[C:6](=[O:7])[N:8]3[CH2:28][CH2:29][N:30]([CH3:41])[C:31]([O:33][CH2:34][C:35]3[CH:36]=[CH:37][CH:38]=[CH:39][CH:40]=3)=[O:32])=[N:11][CH:12]=2)=[CH:21][CH:20]=1, predict the reactants needed to synthesize it. The reactants are: [CH2:1]([O:3][C:4](=[O:42])[CH2:5][C:6]([N:8]([CH2:28][CH2:29][N:30]([CH3:41])[C:31]([O:33][CH2:34][C:35]1[CH:40]=[CH:39][CH:38]=[CH:37][CH:36]=1)=[O:32])[C:9]1[C:10]([C:23]([O:25]CC)=O)=[N:11][CH:12]=[C:13]([CH2:15][C:16]2[CH:21]=[CH:20][C:19]([F:22])=[CH:18][CH:17]=2)[CH:14]=1)=[O:7])[CH3:2].C1CCN2C(=NCCC2)CC1.OS([O-])(=O)=O.[Na+]. (2) Given the product [C:21]([C:18]1[CH:19]=[CH:20][C:15]([N:9]2[N:8]=[C:7]([NH:25][C:26]3[NH:27][N:28]=[C:29]([CH3:31])[CH:30]=3)[C:6]3[C:11](=[CH:12][CH:13]=[C:4]([N+:1]([O-:3])=[O:2])[CH:5]=3)[C:10]2=[O:14])=[CH:16][CH:17]=1)([CH3:24])([CH3:22])[CH3:23], predict the reactants needed to synthesize it. The reactants are: [N+:1]([C:4]1[CH:5]=[C:6]2[C:11](=[CH:12][CH:13]=1)[C:10](=[O:14])[N:9]([C:15]1[CH:20]=[CH:19][C:18]([C:21]([CH3:24])([CH3:23])[CH3:22])=[CH:17][CH:16]=1)[N:8]=[C:7]2[NH:25][C:26]1[N:27](C(C)(C)C)[N:28]=[C:29]([CH3:31])[CH:30]=1)([O-:3])=[O:2]. (3) Given the product [CH3:1][O:2][C:3]1[CH:10]=[CH:9][C:6]([CH2:7][NH:8][CH:29]2[CH2:28][CH2:27][C:26]([CH2:33][CH2:34][C:35]3[C:44]4[C:39](=[CH:40][CH:41]=[C:42]([O:45][CH3:46])[CH:43]=4)[N:38]=[CH:37][N:36]=3)([OH:25])[CH2:31][CH2:30]2)=[CH:5][CH:4]=1, predict the reactants needed to synthesize it. The reactants are: [CH3:1][O:2][C:3]1[CH:10]=[CH:9][C:6]([CH2:7][NH2:8])=[CH:5][CH:4]=1.C(O[BH-](OC(=O)C)OC(=O)C)(=O)C.[Na+].[OH:25][C:26]1([CH2:33][CH2:34][C:35]2[C:44]3[C:39](=[CH:40][CH:41]=[C:42]([O:45][CH3:46])[CH:43]=3)[N:38]=[CH:37][N:36]=2)[CH2:31][CH2:30][C:29](=O)[CH2:28][CH2:27]1.